Dataset: Full USPTO retrosynthesis dataset with 1.9M reactions from patents (1976-2016). Task: Predict the reactants needed to synthesize the given product. (1) Given the product [OH:8][C:6]1[C:5]([CH3:9])=[C:4]2[C:3](=[C:2]([CH3:1])[CH:7]=1)[O:10][C:6](=[O:8])[CH2:7][C:2]2([CH3:3])[CH3:1], predict the reactants needed to synthesize it. The reactants are: [CH3:1][C:2]1[C:3](=[O:10])[CH:4]=[C:5]([CH3:9])[C:6](=[O:8])[CH:7]=1.S(S([O-])=O)([O-])=O.[Na+].[Na+]. (2) Given the product [OH:13][CH:14]([CH2:17][OH:18])[CH2:15][N:9]1[CH:10]=[CH:11][N:12]=[C:8]1[CH3:7], predict the reactants needed to synthesize it. The reactants are: C(O[K])(C)(C)C.[CH3:7][C:8]1[NH:9][CH:10]=[CH:11][N:12]=1.[OH:13][CH:14]([CH2:17][OH:18])[CH2:15]Br.Cl. (3) The reactants are: [Br:1][CH:2]1[C:7](=[O:8])[C:6]([CH:9](O)[C:10]2[CH:15]=[CH:14][CH:13]=[CH:12][CH:11]=2)=[CH:5][N:4]=[CH:3]1.C(O)(C(F)(F)F)=O.[SiH](CC)(CC)CC. Given the product [CH2:9]([CH:6]1[C:7](=[O:8])[C:2]([Br:1])=[CH:3][N:4]=[CH:5]1)[C:10]1[CH:11]=[CH:12][CH:13]=[CH:14][CH:15]=1, predict the reactants needed to synthesize it. (4) Given the product [NH2:19][C:16]1[O:17][CH2:18][C:14]2([C:4]3[CH:3]=[C:2]([C:27]4[CH:28]=[C:23]([CH:24]=[CH:25][CH:26]=4)[C:21]#[N:22])[CH:7]=[CH:6][C:5]=3[O:8][C:9]3([CH3:20])[CH2:13][CH2:12][O:11][CH:10]23)[N:15]=1, predict the reactants needed to synthesize it. The reactants are: Br[C:2]1[CH:7]=[CH:6][C:5]2[O:8][C:9]3([CH3:20])[CH2:13][CH2:12][O:11][CH:10]3[C:14]3([CH2:18][O:17][C:16]([NH2:19])=[N:15]3)[C:4]=2[CH:3]=1.[C:21]([C:23]1[CH:24]=[C:25](B(O)O)[CH:26]=[CH:27][CH:28]=1)#[N:22].C([O-])([O-])=O.[Na+].[Na+].O1CCOCC1.O. (5) Given the product [NH2:1][C:2]1[C:11]2[N:12]=[C:13]([CH2:41][CH2:42][O:43][CH3:44])[N:14]([CH2:15][CH2:16][CH2:17][CH2:18][N:19]([CH2:25][C:26]3[CH:27]=[C:28]([CH:38]=[CH:39][CH:40]=3)[O:29][C:30]([CH3:37])([CH3:36])[C:31]([OH:33])=[O:32])[CH2:20][CH2:21][N:22]([CH3:24])[CH3:23])[C:10]=2[C:9]2[CH:8]=[CH:7][CH:6]=[CH:5][C:4]=2[N:3]=1, predict the reactants needed to synthesize it. The reactants are: [NH2:1][C:2]1[C:11]2[N:12]=[C:13]([CH2:41][CH2:42][O:43][CH3:44])[N:14]([CH2:15][CH2:16][CH2:17][CH2:18][N:19]([CH2:25][C:26]3[CH:27]=[C:28]([CH:38]=[CH:39][CH:40]=3)[O:29][C:30]([CH3:37])([CH3:36])[C:31]([O:33]CC)=[O:32])[CH2:20][CH2:21][N:22]([CH3:24])[CH3:23])[C:10]=2[C:9]2[CH:8]=[CH:7][CH:6]=[CH:5][C:4]=2[N:3]=1.[OH-].[Na+].Cl. (6) Given the product [CH2:20]([N:16]1[C:17](=[O:19])[CH2:18][N:13]([S:10]([C:7]2[CH:8]=[CH:9][C:4]([N:1]3[CH:44]=[CH:48][CH:47]=[CH:46]3)=[CH:5][CH:6]=2)(=[O:12])=[O:11])[CH:14]([C:28]([O:30][CH3:31])=[O:29])[CH2:15]1)[CH2:21][CH2:22][CH2:23][CH2:24][CH2:25][CH2:26][CH3:27], predict the reactants needed to synthesize it. The reactants are: [N+:1]([C:4]1[CH:9]=[CH:8][C:7]([S:10]([N:13]2[CH2:18][C:17](=[O:19])[N:16]([CH2:20][CH2:21][CH2:22][CH2:23][CH2:24][CH2:25][CH2:26][CH3:27])[CH2:15][CH:14]2[C:28]([O:30][CH3:31])=[O:29])(=[O:12])=[O:11])=[CH:6][CH:5]=1)([O-])=O.O.O.Cl[Sn]Cl.C([O-])(O)=O.[Na+].CO[CH:44]1[CH2:48][CH2:47][CH:46](OC)O1. (7) Given the product [C:29]([O:33][C:34](=[O:43])[NH:35][CH:36]1[CH2:37][CH2:38][CH:39]([NH:42][C:12](=[O:14])[C:11]2[CH:15]=[C:16]([O:18][C:19]3[CH:24]=[CH:23][C:22]([C:25]#[N:26])=[CH:21][CH:20]=3)[CH:17]=[C:9]([O:8][CH2:7][C:6]3[CH:5]=[CH:4][C:3]([C:1]#[N:2])=[CH:28][CH:27]=3)[CH:10]=2)[CH2:40][CH2:41]1)([CH3:32])([CH3:30])[CH3:31], predict the reactants needed to synthesize it. The reactants are: [C:1]([C:3]1[CH:28]=[CH:27][C:6]([CH2:7][O:8][C:9]2[CH:10]=[C:11]([CH:15]=[C:16]([O:18][C:19]3[CH:24]=[CH:23][C:22]([C:25]#[N:26])=[CH:21][CH:20]=3)[CH:17]=2)[C:12]([OH:14])=O)=[CH:5][CH:4]=1)#[N:2].[C:29]([O:33][C:34](=[O:43])[NH:35][CH:36]1[CH2:41][CH2:40][CH:39]([NH2:42])[CH2:38][CH2:37]1)([CH3:32])([CH3:31])[CH3:30]. (8) Given the product [ClH:6].[CH2:7]([NH:14][CH2:15][CH:16]([CH3:31])[C:17]([C:19]1[C:20]([CH:28]([CH3:30])[CH3:29])=[N:21][N:22]2[CH:27]=[CH:26][CH:25]=[CH:24][C:23]=12)=[O:18])[C:8]1[CH:9]=[CH:10][CH:11]=[CH:12][CH:13]=1, predict the reactants needed to synthesize it. The reactants are: CO.C([Cl:6])(C)=O.[CH2:7]([NH:14][CH2:15][CH:16]([CH3:31])[C:17]([C:19]1[C:20]([CH:28]([CH3:30])[CH3:29])=[N:21][N:22]2[CH:27]=[CH:26][CH:25]=[CH:24][C:23]=12)=[O:18])[C:8]1[CH:13]=[CH:12][CH:11]=[CH:10][CH:9]=1. (9) Given the product [CH:1]1([N:5]2[C:13]3[C:8](=[CH:9][N:10]=[C:11]([CH3:14])[CH:12]=3)[C:7]([C:15]#[N:17])=[CH:6]2)[CH2:4][CH2:3][CH2:2]1, predict the reactants needed to synthesize it. The reactants are: [CH:1]1([N:5]2[C:13]3[C:8](=[CH:9][N:10]=[C:11]([CH3:14])[CH:12]=3)[CH:7]=[CH:6]2)[CH2:4][CH2:3][CH2:2]1.[C:15](#[N:17])C.ClS(N=C=O)(=O)=O.C([O-])([O-])=O.[Na+].[Na+].